From a dataset of NCI-60 drug combinations with 297,098 pairs across 59 cell lines. Regression. Given two drug SMILES strings and cell line genomic features, predict the synergy score measuring deviation from expected non-interaction effect. (1) Drug 1: COC1=NC(=NC2=C1N=CN2C3C(C(C(O3)CO)O)O)N. Drug 2: CN(CCCl)CCCl.Cl. Cell line: CCRF-CEM. Synergy scores: CSS=67.4, Synergy_ZIP=0.207, Synergy_Bliss=0.413, Synergy_Loewe=-2.62, Synergy_HSA=2.86. (2) Drug 1: CC=C1C(=O)NC(C(=O)OC2CC(=O)NC(C(=O)NC(CSSCCC=C2)C(=O)N1)C(C)C)C(C)C. Drug 2: C1C(C(OC1N2C=NC3=C2NC=NCC3O)CO)O. Cell line: UACC-257. Synergy scores: CSS=63.1, Synergy_ZIP=2.14, Synergy_Bliss=2.27, Synergy_Loewe=-62.3, Synergy_HSA=0.925. (3) Drug 2: C1=CN(C=N1)CC(O)(P(=O)(O)O)P(=O)(O)O. Drug 1: CCCS(=O)(=O)NC1=C(C(=C(C=C1)F)C(=O)C2=CNC3=C2C=C(C=N3)C4=CC=C(C=C4)Cl)F. Synergy scores: CSS=2.07, Synergy_ZIP=1.68, Synergy_Bliss=-4.95, Synergy_Loewe=-3.98, Synergy_HSA=-3.91. Cell line: UO-31. (4) Drug 1: CC1=C2C(C(=O)C3(C(CC4C(C3C(C(C2(C)C)(CC1OC(=O)C(C(C5=CC=CC=C5)NC(=O)OC(C)(C)C)O)O)OC(=O)C6=CC=CC=C6)(CO4)OC(=O)C)OC)C)OC. Drug 2: C1CC(=O)NC(=O)C1N2CC3=C(C2=O)C=CC=C3N. Cell line: NCI-H322M. Synergy scores: CSS=42.9, Synergy_ZIP=13.9, Synergy_Bliss=7.52, Synergy_Loewe=-60.1, Synergy_HSA=9.41. (5) Drug 2: C1=NC2=C(N1)C(=S)N=C(N2)N. Cell line: EKVX. Synergy scores: CSS=28.4, Synergy_ZIP=-6.10, Synergy_Bliss=-0.138, Synergy_Loewe=-12.1, Synergy_HSA=-0.624. Drug 1: CC1=C(C=C(C=C1)NC2=NC=CC(=N2)N(C)C3=CC4=NN(C(=C4C=C3)C)C)S(=O)(=O)N.Cl. (6) Drug 1: CCC1(CC2CC(C3=C(CCN(C2)C1)C4=CC=CC=C4N3)(C5=C(C=C6C(=C5)C78CCN9C7C(C=CC9)(C(C(C8N6C)(C(=O)OC)O)OC(=O)C)CC)OC)C(=O)OC)O.OS(=O)(=O)O. Drug 2: C1CN(CCN1C(=O)CCBr)C(=O)CCBr. Cell line: A549. Synergy scores: CSS=19.9, Synergy_ZIP=-5.97, Synergy_Bliss=-1.43, Synergy_Loewe=-3.18, Synergy_HSA=-3.20.